Dataset: Reaction yield outcomes from USPTO patents with 853,638 reactions. Task: Predict the reaction yield, written as a fraction of the theoretical maximum amount of product (1.0 means a 100% yield; for example, 0.34 means a 34% yield). (1) The reactants are [CH:1]([O:4][C:5]1[N:10]=[CH:9][C:8]([O:11][C:12]2[S:13][C:14]([CH:17]=[N:18]O)=[CH:15][N:16]=2)=[CH:7][CH:6]=1)([CH3:3])[CH3:2].CS(Cl)(=O)=O. The catalyst is N1C=CC=CC=1.ClCCl. The product is [CH:1]([O:4][C:5]1[N:10]=[CH:9][C:8]([O:11][C:12]2[S:13][C:14]([C:17]#[N:18])=[CH:15][N:16]=2)=[CH:7][CH:6]=1)([CH3:3])[CH3:2]. The yield is 0.840. (2) The reactants are [F:1][C:2]1[CH:7]=[C:6]([CH:8]([CH3:11])[CH2:9][OH:10])[CH:5]=[CH:4][C:3]=1[C:12]1[CH:13]=[C:14]([OH:18])[CH:15]=[CH:16][CH:17]=1.[CH2:19]([N:25]=[C:26]=[O:27])[CH2:20][CH2:21][CH2:22][CH2:23][CH3:24]. No catalyst specified. The product is [F:1][C:2]1[CH:7]=[C:6]([CH:8]([CH3:11])[CH2:9][OH:10])[CH:5]=[CH:4][C:3]=1[C:12]1[CH:13]=[C:14]([O:18][C:26](=[O:27])[NH:25][CH2:19][CH2:20][CH2:21][CH2:22][CH2:23][CH3:24])[CH:15]=[CH:16][CH:17]=1. The yield is 0.730. (3) The reactants are C(N1CCCC[C@@H]1CO)C1C=CC=CC=1.[CH2:16]([O:23][C:24]([N:26]1[CH2:31][CH2:30][CH2:29][CH2:28][C@@H:27]1[C:32](O)=[O:33])=[O:25])[C:17]1[CH:22]=[CH:21][CH:20]=[CH:19][CH:18]=1. The catalyst is O1CCCC1. The product is [OH:33][CH2:32][C@H:27]1[CH2:28][CH2:29][CH2:30][CH2:31][N:26]1[C:24]([O:23][CH2:16][C:17]1[CH:18]=[CH:19][CH:20]=[CH:21][CH:22]=1)=[O:25]. The yield is 0.940. (4) The reactants are [BH4-].[Na+].[C:3]([C:11]1[S:12][CH:13]=[CH:14][CH:15]=1)(=O)[C:4]1[CH:9]=[CH:8][CH:7]=[CH:6]C=1.[Cl-].[NH4+].CO.C1C[O:23][CH2:22]C1. No catalyst specified. The product is [S:12]1[CH:13]=[CH:14][CH:15]=[C:11]1[C:3]1([CH:4]=[CH:9][CH:8]=[CH:7][CH2:6]1)[CH2:22][OH:23]. The yield is 0.920. (5) The reactants are [O:1]=[C:2]1[N:6]([C:7]2[CH:14]=[CH:13][C:10]([C:11]#[N:12])=[C:9]([C:15]([F:18])([F:17])[F:16])[CH:8]=2)[C@@H:5]2[CH2:19][CH2:20][CH2:21][CH2:22][C@H:4]2[NH:3]1.[CH2:23]([N:30]([CH2:41][C:42]1[CH:47]=[CH:46][CH:45]=[CH:44][CH:43]=1)[S:31]([C:34]1[CH:39]=[CH:38][CH:37]=[C:36](Br)[N:35]=1)(=[O:33])=[O:32])[C:24]1[CH:29]=[CH:28][CH:27]=[CH:26][CH:25]=1. No catalyst specified. The product is [CH2:41]([N:30]([CH2:23][C:24]1[CH:29]=[CH:28][CH:27]=[CH:26][CH:25]=1)[S:31]([C:34]1[CH:39]=[CH:38][CH:37]=[C:36]([N:3]2[C@@H:4]3[CH2:22][CH2:21][CH2:20][CH2:19][C@H:5]3[N:6]([C:7]3[CH:14]=[CH:13][C:10]([C:11]#[N:12])=[C:9]([C:15]([F:18])([F:16])[F:17])[CH:8]=3)[C:2]2=[O:1])[N:35]=1)(=[O:33])=[O:32])[C:42]1[CH:43]=[CH:44][CH:45]=[CH:46][CH:47]=1. The yield is 0.718. (6) The reactants are [Br:1][C:2]1[C:11]2[C:10](=O)[NH:9][C:8]([C:13]3[CH:18]=[CH:17][N:16]=[CH:15][CH:14]=3)=[N:7][C:6]=2[CH:5]=[N:4][CH:3]=1.CCN(C(C)C)C(C)C.C(C1C=C(C(C)C)C=C(C(C)C)C=1S(Cl)(=O)=O)(C)C.[C:47]([N:54]1[CH2:59][CH2:58][NH:57][CH2:56][CH2:55]1)([O:49][C:50]([CH3:53])([CH3:52])[CH3:51])=[O:48]. The catalyst is CN(C=O)C.CN(C1C=CN=CC=1)C.O. The product is [C:50]([O:49][C:47]([N:54]1[CH2:59][CH2:58][N:57]([C:10]2[C:11]3[C:2]([Br:1])=[CH:3][N:4]=[CH:5][C:6]=3[N:7]=[C:8]([C:13]3[CH:18]=[CH:17][N:16]=[CH:15][CH:14]=3)[N:9]=2)[CH2:56][CH2:55]1)=[O:48])([CH3:53])([CH3:51])[CH3:52]. The yield is 0.600. (7) The reactants are [F:1][C:2](F)([CH2:12][CH:13](I)[Si](C)(C)C)[C:3]([C:5]1[CH:10]=[CH:9][CH:8]=[CH:7][C:6]=1[CH3:11])=O.[NH3:20]. The catalyst is O1CCCC1. The product is [F:1][C:2]1[CH:12]=[CH:13][NH:20][C:3]=1[C:5]1[CH:10]=[CH:9][CH:8]=[CH:7][C:6]=1[CH3:11]. The yield is 0.780. (8) The reactants are [Br:1][C:2]1[CH:3]=[CH:4][C:5]([CH3:9])=[C:6]([CH:8]=1)[NH2:7].C(N(C(C)C)CC)(C)C.[C:19](Cl)(=[O:22])[CH:20]=[CH2:21]. The catalyst is ClCCl. The product is [Br:1][C:2]1[CH:3]=[CH:4][C:5]([CH3:9])=[C:6]([NH:7][C:19](=[O:22])[CH:20]=[CH2:21])[CH:8]=1. The yield is 0.850. (9) The reactants are [Cl:1][C:2]1[C:3]([F:34])=[C:4]([CH:31]=[CH:32][CH:33]=1)[NH:5][C:6]1[C:15]2[C:10](=[CH:11][C:12]([O:29][CH3:30])=[C:13]([O:16][C@H:17]3[CH2:21][CH2:20][N:19](C(OC(C)(C)C)=O)[CH2:18]3)[CH:14]=2)[N:9]=[CH:8][N:7]=1.Cl. No catalyst specified. The product is [ClH:1].[Cl:1][C:2]1[C:3]([F:34])=[C:4]([CH:31]=[CH:32][CH:33]=1)[NH:5][C:6]1[C:15]2[C:10](=[CH:11][C:12]([O:29][CH3:30])=[C:13]([O:16][C@H:17]3[CH2:21][CH2:20][NH:19][CH2:18]3)[CH:14]=2)[N:9]=[CH:8][N:7]=1. The yield is 0.930.